From a dataset of NCI-60 drug combinations with 297,098 pairs across 59 cell lines. Regression. Given two drug SMILES strings and cell line genomic features, predict the synergy score measuring deviation from expected non-interaction effect. (1) Drug 1: C1CCC(C1)C(CC#N)N2C=C(C=N2)C3=C4C=CNC4=NC=N3. Drug 2: CC1=C(N=C(N=C1N)C(CC(=O)N)NCC(C(=O)N)N)C(=O)NC(C(C2=CN=CN2)OC3C(C(C(C(O3)CO)O)O)OC4C(C(C(C(O4)CO)O)OC(=O)N)O)C(=O)NC(C)C(C(C)C(=O)NC(C(C)O)C(=O)NCCC5=NC(=CS5)C6=NC(=CS6)C(=O)NCCC[S+](C)C)O. Cell line: SK-OV-3. Synergy scores: CSS=2.34, Synergy_ZIP=-1.50, Synergy_Bliss=-0.169, Synergy_Loewe=-1.21, Synergy_HSA=-0.322. (2) Synergy scores: CSS=65.8, Synergy_ZIP=-2.60, Synergy_Bliss=0.306, Synergy_Loewe=-1.25, Synergy_HSA=2.80. Drug 2: CC1C(C(CC(O1)OC2CC(CC3=C2C(=C4C(=C3O)C(=O)C5=CC=CC=C5C4=O)O)(C(=O)C)O)N)O. Cell line: UACC62. Drug 1: CCC1=CC2CC(C3=C(CN(C2)C1)C4=CC=CC=C4N3)(C5=C(C=C6C(=C5)C78CCN9C7C(C=CC9)(C(C(C8N6C)(C(=O)OC)O)OC(=O)C)CC)OC)C(=O)OC.C(C(C(=O)O)O)(C(=O)O)O. (3) Drug 1: CCCCCOC(=O)NC1=NC(=O)N(C=C1F)C2C(C(C(O2)C)O)O. Drug 2: CCN(CC)CCCC(C)NC1=C2C=C(C=CC2=NC3=C1C=CC(=C3)Cl)OC. Cell line: KM12. Synergy scores: CSS=20.1, Synergy_ZIP=-3.35, Synergy_Bliss=-1.84, Synergy_Loewe=-20.2, Synergy_HSA=-2.84. (4) Drug 1: C1=CC=C(C=C1)NC(=O)CCCCCCC(=O)NO. Drug 2: CCN(CC)CCCC(C)NC1=C2C=C(C=CC2=NC3=C1C=CC(=C3)Cl)OC. Cell line: U251. Synergy scores: CSS=50.9, Synergy_ZIP=-14.1, Synergy_Bliss=-10.0, Synergy_Loewe=-7.04, Synergy_HSA=-4.04. (5) Drug 1: CS(=O)(=O)OCCCCOS(=O)(=O)C. Drug 2: C1C(C(OC1N2C=NC3=C2NC=NCC3O)CO)O. Cell line: KM12. Synergy scores: CSS=3.17, Synergy_ZIP=5.48, Synergy_Bliss=16.0, Synergy_Loewe=2.10, Synergy_HSA=4.37. (6) Drug 1: CC(CN1CC(=O)NC(=O)C1)N2CC(=O)NC(=O)C2. Drug 2: B(C(CC(C)C)NC(=O)C(CC1=CC=CC=C1)NC(=O)C2=NC=CN=C2)(O)O. Cell line: OVCAR-8. Synergy scores: CSS=17.6, Synergy_ZIP=-5.48, Synergy_Bliss=-1.17, Synergy_Loewe=-0.644, Synergy_HSA=-0.937.